Task: Regression. Given two drug SMILES strings and cell line genomic features, predict the synergy score measuring deviation from expected non-interaction effect.. Dataset: NCI-60 drug combinations with 297,098 pairs across 59 cell lines (1) Drug 1: C1CC(=O)NC(=O)C1N2CC3=C(C2=O)C=CC=C3N. Drug 2: CN(C)N=NC1=C(NC=N1)C(=O)N. Cell line: HS 578T. Synergy scores: CSS=1.02, Synergy_ZIP=1.69, Synergy_Bliss=3.76, Synergy_Loewe=-0.348, Synergy_HSA=1.43. (2) Drug 1: CC12CCC(CC1=CCC3C2CCC4(C3CC=C4C5=CN=CC=C5)C)O. Drug 2: CC1=C(C=C(C=C1)NC(=O)C2=CC=C(C=C2)CN3CCN(CC3)C)NC4=NC=CC(=N4)C5=CN=CC=C5. Cell line: U251. Synergy scores: CSS=14.6, Synergy_ZIP=-2.91, Synergy_Bliss=5.00, Synergy_Loewe=4.27, Synergy_HSA=5.71. (3) Drug 1: CCC1(CC2CC(C3=C(CCN(C2)C1)C4=CC=CC=C4N3)(C5=C(C=C6C(=C5)C78CCN9C7C(C=CC9)(C(C(C8N6C)(C(=O)OC)O)OC(=O)C)CC)OC)C(=O)OC)O.OS(=O)(=O)O. Drug 2: C1CN(P(=O)(OC1)NCCCl)CCCl. Cell line: A498. Synergy scores: CSS=2.16, Synergy_ZIP=-1.57, Synergy_Bliss=-3.24, Synergy_Loewe=-2.03, Synergy_HSA=-3.51. (4) Synergy scores: CSS=2.49, Synergy_ZIP=-6.33, Synergy_Bliss=-2.56, Synergy_Loewe=-19.8, Synergy_HSA=-6.20. Drug 2: CNC(=O)C1=NC=CC(=C1)OC2=CC=C(C=C2)NC(=O)NC3=CC(=C(C=C3)Cl)C(F)(F)F. Cell line: SF-539. Drug 1: C1=NC(=NC(=O)N1C2C(C(C(O2)CO)O)O)N. (5) Drug 1: C1CNP(=O)(OC1)N(CCCl)CCCl. Drug 2: C(CCl)NC(=O)N(CCCl)N=O. Cell line: NCI-H226. Synergy scores: CSS=-3.27, Synergy_ZIP=-0.338, Synergy_Bliss=-3.70, Synergy_Loewe=-12.8, Synergy_HSA=-9.46.